From a dataset of Forward reaction prediction with 1.9M reactions from USPTO patents (1976-2016). Predict the product of the given reaction. (1) Given the reactants [C:1]([O:5][C:6]([NH:8][CH2:9][CH2:10][CH:11]([OH:16])[C:12]([O:14][CH3:15])=[O:13])=[O:7])([CH3:4])([CH3:3])[CH3:2].N1C=CN=C1.[CH3:22][C:23]([Si:26](Cl)([CH3:28])[CH3:27])([CH3:25])[CH3:24], predict the reaction product. The product is: [C:1]([O:5][C:6]([NH:8][CH2:9][CH2:10][CH:11]([O:16][Si:26]([C:23]([CH3:25])([CH3:24])[CH3:22])([CH3:28])[CH3:27])[C:12]([O:14][CH3:15])=[O:13])=[O:7])([CH3:3])([CH3:4])[CH3:2]. (2) Given the reactants [CH2:1]([N:8]1[CH2:18][CH2:17][C:11]2[N:12]=[CH:13][N:14]=[C:15](Cl)[C:10]=2[CH2:9]1)[C:2]1[CH:7]=[CH:6][CH:5]=[CH:4][CH:3]=1.[C:19]([C:23]1[N:28]=[CH:27][C:26]([NH2:29])=[CH:25][CH:24]=1)([CH3:22])([CH3:21])[CH3:20], predict the reaction product. The product is: [CH2:1]([N:8]1[CH2:18][CH2:17][C:11]2[N:12]=[CH:13][N:14]=[C:15]([NH:29][C:26]3[CH:27]=[N:28][C:23]([C:19]([CH3:22])([CH3:21])[CH3:20])=[CH:24][CH:25]=3)[C:10]=2[CH2:9]1)[C:2]1[CH:7]=[CH:6][CH:5]=[CH:4][CH:3]=1. (3) The product is: [F:1][C:2]1([CH3:47])[C:10]2[C:5](=[CH:6][CH:7]=[CH:8][CH:9]=2)[N:4]([CH2:11][CH2:12][CH2:13][N:14]2[CH2:45][CH2:44][C:17]3([N:21]([C:22]4[CH:27]=[CH:26][C:25]([F:28])=[CH:24][CH:23]=4)[CH2:20][N:19]([CH2:29][C:30]4[CH:42]=[CH:41][CH:40]=[CH:39][C:31]=4[C:32]([OH:34])=[O:33])[C:18]3=[O:43])[CH2:16][CH2:15]2)[C:3]1=[O:46]. Given the reactants [F:1][C:2]1([CH3:47])[C:10]2[C:5](=[CH:6][CH:7]=[CH:8][CH:9]=2)[N:4]([CH2:11][CH2:12][CH2:13][N:14]2[CH2:45][CH2:44][C:17]3([N:21]([C:22]4[CH:27]=[CH:26][C:25]([F:28])=[CH:24][CH:23]=4)[CH2:20][N:19]([CH2:29][C:30]4[CH:42]=[CH:41][CH:40]=[CH:39][C:31]=4[C:32]([O:34]C(C)(C)C)=[O:33])[C:18]3=[O:43])[CH2:16][CH2:15]2)[C:3]1=[O:46].Cl, predict the reaction product. (4) Given the reactants [C:1]([O:20][C@:21]1([C@:42]2([CH3:43])[C@H:28]([C@H:29]3[C:39](=[CH:40][CH2:41]2)[C@:37]2([CH3:38])[C:32](=[CH:33][C:34](=[O:44])[CH2:35][CH2:36]2)[CH2:31][CH2:30]3)[CH2:27][CH2:26]1)[C:22](=[O:25])[CH2:23][OH:24])(=[O:19])[CH2:2][CH2:3][CH2:4][CH2:5][CH2:6][CH2:7][CH2:8][CH2:9][CH2:10][CH2:11][CH2:12][CH2:13][CH2:14][CH2:15][CH2:16][CH2:17][CH3:18], predict the reaction product. The product is: [C:1]([O:20][C@:21]1([C@:42]2([CH3:43])[C@H:28]([C@H:29]3[C:39](=[CH:40][CH2:41]2)[C@:37]2([CH3:38])[C:32](=[CH:33][C:34](=[O:44])[CH2:35][CH2:36]2)[CH2:31][CH2:30]3)[CH2:27][CH2:26]1)[C:22](=[O:25])[CH2:23][O:24][C:1](=[O:19])[CH2:2][CH2:3][CH3:4])(=[O:19])[CH2:2][CH2:3][CH2:4][CH2:5][CH2:6][CH2:7][CH2:8][CH2:9][CH2:10][CH2:11][CH2:12][CH2:13][CH2:14][CH2:15][CH2:16][CH2:17][CH3:18]. (5) Given the reactants [C:1]12[C:7](=[CH:8][CH:9]=[CH:10][CH:11]=1)[NH:6]C(=O)[O:4][C:2]2=O.[NH2:13][C:14]1[CH:19]=[CH:18][C:17]([NH:20][S:21]([CH:24]([CH3:26])[CH3:25])(=[O:23])=[O:22])=[CH:16][CH:15]=1, predict the reaction product. The product is: [NH2:6][C:7]1[CH:8]=[CH:9][CH:10]=[CH:11][C:1]=1[C:2]([NH:13][C:14]1[CH:19]=[CH:18][C:17]([NH:20][S:21]([CH:24]([CH3:26])[CH3:25])(=[O:23])=[O:22])=[CH:16][CH:15]=1)=[O:4]. (6) Given the reactants C[Si]([NH:5][C:6]1[CH:11]=[CH:10][C:9](Br)=[CH:8][N:7]=1)(C)C.C[Si]([C:17]#[CH:18])(C)C.C(OCC)C.[NH4+].[Cl-], predict the reaction product. The product is: [NH2:5][C:6]1[CH:11]=[CH:10][C:9]([C:17]#[CH:18])=[CH:8][N:7]=1. (7) Given the reactants [NH2:1][C:2]1[N:7]=[CH:6][C:5]([N:8]2[CH2:13][CH2:12][N:11]([C:14]([O:16][C:17]([CH3:20])([CH3:19])[CH3:18])=[O:15])[CH2:10][C:9]2=[O:21])=[CH:4][CH:3]=1.Br[C:23]1[C:24](=[O:31])[N:25]([CH3:30])[CH:26]=[C:27]([Br:29])[CH:28]=1.CC1(C)C2C(=C(P(C3C=CC=CC=3)C3C=CC=CC=3)C=CC=2)OC2C(P(C3C=CC=CC=3)C3C=CC=CC=3)=CC=CC1=2.C([O-])([O-])=O.[Cs+].[Cs+], predict the reaction product. The product is: [Br:29][C:27]1[CH:28]=[C:23]([NH:1][C:2]2[N:7]=[CH:6][C:5]([N:8]3[CH2:13][CH2:12][N:11]([C:14]([O:16][C:17]([CH3:18])([CH3:20])[CH3:19])=[O:15])[CH2:10][C:9]3=[O:21])=[CH:4][CH:3]=2)[C:24](=[O:31])[N:25]([CH3:30])[CH:26]=1.